Dataset: Forward reaction prediction with 1.9M reactions from USPTO patents (1976-2016). Task: Predict the product of the given reaction. (1) Given the reactants F[C:2]1[CH:7]=[CH:6][C:5]([N+:8]([O-:10])=[O:9])=[CH:4][C:3]=1[F:11].[N:12]1([CH:18]2[CH2:23][CH2:22][NH:21][CH2:20][CH2:19]2)[CH2:17][CH2:16][CH2:15][CH2:14][CH2:13]1, predict the reaction product. The product is: [F:11][C:3]1[CH:4]=[C:5]([N+:8]([O-:10])=[O:9])[CH:6]=[CH:7][C:2]=1[N:21]1[CH2:22][CH2:23][CH:18]([N:12]2[CH2:17][CH2:16][CH2:15][CH2:14][CH2:13]2)[CH2:19][CH2:20]1. (2) Given the reactants Br[C:2]1[C:3]2[N:4]([C:8]([CH2:11][C:12]([CH3:17])([N+:14]([O-:16])=[O:15])[CH3:13])=[CH:9][N:10]=2)[CH:5]=[CH:6][CH:7]=1.[S:18]1[CH:22]=[CH:21][C:20](B(O)O)=[CH:19]1, predict the reaction product. The product is: [CH3:13][C:12]([N+:14]([O-:16])=[O:15])([CH3:17])[CH2:11][C:8]1[N:4]2[CH:5]=[CH:6][CH:7]=[C:2]([C:20]3[CH:21]=[CH:22][S:18][CH:19]=3)[C:3]2=[N:10][CH:9]=1. (3) Given the reactants [C:1]([C:3]1[CH:8]=[CH:7][C:6]([NH:9][CH:10]([C:14]2[CH:15]=[C:16]([CH2:24][CH3:25])[C:17]3[O:21][CH:20]=[C:19]([CH3:22])[C:18]=3[CH:23]=2)[C:11](O)=[O:12])=[CH:5][CH:4]=1)#[N:2].C(N1C=CN=C1)(N1C=CN=C1)=O.[S:38]([NH2:42])([NH2:41])(=[O:40])=[O:39].CCCCCCC=CCCC, predict the reaction product. The product is: [C:1]([C:3]1[CH:4]=[CH:5][C:6]([NH:9][CH:10]([C:14]2[CH:15]=[C:16]([CH2:24][CH3:25])[C:17]3[O:21][CH:20]=[C:19]([CH3:22])[C:18]=3[CH:23]=2)[C:11]([NH:41][S:38]([NH2:42])(=[O:40])=[O:39])=[O:12])=[CH:7][CH:8]=1)#[N:2]. (4) Given the reactants [F:1][C:2]([F:23])([F:22])[O:3][C:4]1[CH:9]=[CH:8][C:7]([N:10]2[CH2:14][CH2:13][C:12]3([CH2:19][CH2:18][NH:17][C:16](=[O:20])[CH2:15]3)[C:11]2=[O:21])=[CH:6][CH:5]=1.Br[CH2:25][CH2:26][CH2:27][CH3:28], predict the reaction product. The product is: [CH2:25]([N:17]1[CH2:18][CH2:19][C:12]2([C:11](=[O:21])[N:10]([C:7]3[CH:8]=[CH:9][C:4]([O:3][C:2]([F:1])([F:22])[F:23])=[CH:5][CH:6]=3)[CH2:14][CH2:13]2)[CH2:15][C:16]1=[O:20])[CH2:26][CH2:27][CH3:28]. (5) Given the reactants [CH2:1]([O:8][P:9]([CH2:18][C@H:19]([OH:43])[CH2:20][NH:21][C:22](=[O:42])[C@@H:23]([NH:27][C:28](=[O:41])[C@@H:29]([NH:33]C(OC(C)(C)C)=O)[CH:30]([CH3:32])[CH3:31])[CH:24]([CH3:26])[CH3:25])([CH2:11][CH:12]1[CH2:17][CH2:16][CH2:15][CH2:14][CH2:13]1)=[O:10])[C:2]1[CH:7]=[CH:6][CH:5]=[CH:4][CH:3]=1.[C:44]([NH:54][C@H:55]([C:59]([OH:61])=O)[CH:56]([CH3:58])[CH3:57])([O:46][CH2:47][C:48]1[CH:53]=[CH:52][CH:51]=[CH:50][CH:49]=1)=[O:45], predict the reaction product. The product is: [CH2:1]([O:8][P:9]([CH2:18][C@H:19]([OH:43])[CH2:20][NH:21][C:22](=[O:42])[C@@H:23]([NH:27][C:28](=[O:41])[C@@H:29]([NH:33][C:59](=[O:61])[C@@H:55]([NH:54][C:44]([O:46][CH2:47][C:48]1[CH:49]=[CH:50][CH:51]=[CH:52][CH:53]=1)=[O:45])[CH:56]([CH3:57])[CH3:58])[CH:30]([CH3:31])[CH3:32])[CH:24]([CH3:25])[CH3:26])([CH2:11][CH:12]1[CH2:13][CH2:14][CH2:15][CH2:16][CH2:17]1)=[O:10])[C:2]1[CH:3]=[CH:4][CH:5]=[CH:6][CH:7]=1. (6) Given the reactants CS(C)=O.C(Cl)(=O)C(Cl)=O.[Cl:11][C:12]1[CH:20]=[CH:19][C:18]2[C:14](=[CH:15][N:16]([CH3:21])[N:17]=2)[C:13]=1[CH2:22][OH:23].C(N(CC)CC)C, predict the reaction product. The product is: [Cl:11][C:12]1[CH:20]=[CH:19][C:18]2[C:14](=[CH:15][N:16]([CH3:21])[N:17]=2)[C:13]=1[CH:22]=[O:23].